From a dataset of Full USPTO retrosynthesis dataset with 1.9M reactions from patents (1976-2016). Predict the reactants needed to synthesize the given product. Given the product [CH3:1][O:2][C:3]1[CH:4]=[CH:5][C:6]([CH2:7][N:8]2[CH2:16][C:15]3[C:10](=[CH:11][CH:12]=[CH:13][C:14]=3[O:18][CH2:19][CH2:20][O:21][CH2:22][CH2:23][O:24][CH3:25])[CH2:9]2)=[CH:27][CH:28]=1, predict the reactants needed to synthesize it. The reactants are: [CH3:1][O:2][C:3]1[CH:28]=[CH:27][C:6]([CH2:7][N:8]2[C:16](=O)[C:15]3[C:10](=[CH:11][CH:12]=[CH:13][C:14]=3[O:18][CH2:19][CH2:20][O:21][CH2:22][CH2:23][O:24][CH3:25])[C:9]2=O)=[CH:5][CH:4]=1.[H-].[Al+3].[Li+].[H-].[H-].[H-].